From a dataset of NCI-60 drug combinations with 297,098 pairs across 59 cell lines. Regression. Given two drug SMILES strings and cell line genomic features, predict the synergy score measuring deviation from expected non-interaction effect. (1) Drug 1: CC12CCC3C(C1CCC2=O)CC(=C)C4=CC(=O)C=CC34C. Drug 2: CS(=O)(=O)CCNCC1=CC=C(O1)C2=CC3=C(C=C2)N=CN=C3NC4=CC(=C(C=C4)OCC5=CC(=CC=C5)F)Cl. Cell line: HS 578T. Synergy scores: CSS=47.4, Synergy_ZIP=0.446, Synergy_Bliss=-0.865, Synergy_Loewe=-3.32, Synergy_HSA=-3.63. (2) Drug 1: CC1=CC=C(C=C1)C2=CC(=NN2C3=CC=C(C=C3)S(=O)(=O)N)C(F)(F)F. Drug 2: CS(=O)(=O)CCNCC1=CC=C(O1)C2=CC3=C(C=C2)N=CN=C3NC4=CC(=C(C=C4)OCC5=CC(=CC=C5)F)Cl. Cell line: 786-0. Synergy scores: CSS=12.4, Synergy_ZIP=-0.133, Synergy_Bliss=4.51, Synergy_Loewe=-1.81, Synergy_HSA=3.44. (3) Drug 1: CNC(=O)C1=CC=CC=C1SC2=CC3=C(C=C2)C(=NN3)C=CC4=CC=CC=N4. Drug 2: CC(C)NC(=O)C1=CC=C(C=C1)CNNC.Cl. Cell line: K-562. Synergy scores: CSS=67.5, Synergy_ZIP=16.3, Synergy_Bliss=15.4, Synergy_Loewe=2.61, Synergy_HSA=14.8. (4) Cell line: SF-539. Synergy scores: CSS=35.5, Synergy_ZIP=-3.34, Synergy_Bliss=-1.50, Synergy_Loewe=-18.0, Synergy_HSA=-1.14. Drug 1: C1CN1P(=S)(N2CC2)N3CC3. Drug 2: CCCCC(=O)OCC(=O)C1(CC(C2=C(C1)C(=C3C(=C2O)C(=O)C4=C(C3=O)C=CC=C4OC)O)OC5CC(C(C(O5)C)O)NC(=O)C(F)(F)F)O. (5) Drug 1: CC1C(C(CC(O1)OC2CC(CC3=C2C(=C4C(=C3O)C(=O)C5=C(C4=O)C(=CC=C5)OC)O)(C(=O)C)O)N)O.Cl. Drug 2: CC(C)NC(=O)C1=CC=C(C=C1)CNNC.Cl. Cell line: NCI-H460. Synergy scores: CSS=13.6, Synergy_ZIP=1.75, Synergy_Bliss=-2.82, Synergy_Loewe=-37.3, Synergy_HSA=-5.38. (6) Drug 1: CC(C1=C(C=CC(=C1Cl)F)Cl)OC2=C(N=CC(=C2)C3=CN(N=C3)C4CCNCC4)N. Drug 2: COC1=CC(=CC(=C1O)OC)C2C3C(COC3=O)C(C4=CC5=C(C=C24)OCO5)OC6C(C(C7C(O6)COC(O7)C8=CC=CS8)O)O. Cell line: NCIH23. Synergy scores: CSS=52.7, Synergy_ZIP=-4.03, Synergy_Bliss=-0.976, Synergy_Loewe=-14.1, Synergy_HSA=1.41.